From a dataset of Forward reaction prediction with 1.9M reactions from USPTO patents (1976-2016). Predict the product of the given reaction. (1) The product is: [Br:1][C:2]1[C:7]([CH3:8])=[N:6][N:5]2[C:9]([C:13]3[S:17][C:16]([N:25]4[CH2:30][CH2:29][O:28][CH2:27][CH2:26]4)=[N:15][C:14]=3[CH3:19])=[C:10]([CH3:12])[N:11]=[C:4]2[C:3]=1[CH:20]([CH2:23][CH3:24])[CH2:21][CH3:22]. Given the reactants [Br:1][C:2]1[C:7]([CH3:8])=[N:6][N:5]2[C:9]([C:13]3[S:17][C:16](Br)=[N:15][C:14]=3[CH3:19])=[C:10]([CH3:12])[N:11]=[C:4]2[C:3]=1[CH:20]([CH2:23][CH3:24])[CH2:21][CH3:22].[NH:25]1[CH2:30][CH2:29][O:28][CH2:27][CH2:26]1.C(=O)([O-])[O-].[Cs+].[Cs+], predict the reaction product. (2) Given the reactants [F:1][C:2]1[CH:7]=[CH:6][C:5]([CH2:8][C:9]([N:11]2[C@H:15]([CH:16]([CH3:18])[CH3:17])[CH2:14][O:13][C:12]2=[O:19])=[O:10])=[CH:4][CH:3]=1.[CH3:20][Si]([N-][Si](C)(C)C)(C)C.[Na+].CI.CC(O)=O, predict the reaction product. The product is: [F:1][C:2]1[CH:7]=[CH:6][C:5]([C@@H:8]([CH3:20])[C:9]([N:11]2[C@H:15]([CH:16]([CH3:17])[CH3:18])[CH2:14][O:13][C:12]2=[O:19])=[O:10])=[CH:4][CH:3]=1. (3) Given the reactants [NH2:1][C:2]1[C:7]([C:8]#[N:9])=[C:6]([C:10]2[CH:15]=[CH:14][C:13]([O:16][CH2:17][CH2:18][O:19][CH3:20])=[CH:12][CH:11]=2)[C:5]([C:21]#[N:22])=[C:4]([SH:23])[N:3]=1.C(=O)(O)[O-].[Na+].Cl[CH2:30][C:31]1[N:32]=[C:33]([NH2:36])[S:34][CH:35]=1.O, predict the reaction product. The product is: [NH2:1][C:2]1[C:7]([C:8]#[N:9])=[C:6]([C:10]2[CH:11]=[CH:12][C:13]([O:16][CH2:17][CH2:18][O:19][CH3:20])=[CH:14][CH:15]=2)[C:5]([C:21]#[N:22])=[C:4]([S:23][CH2:30][C:31]2[N:32]=[C:33]([NH2:36])[S:34][CH:35]=2)[N:3]=1. (4) Given the reactants [Br:1][C:2]1[N:7]=[CH:6][C:5]([OH:8])=[CH:4][CH:3]=1.O[CH2:10][C@@H:11]([NH:13][C:14](=[O:20])[O:15][C:16]([CH3:19])([CH3:18])[CH3:17])[CH3:12].C1(P(C2C=CC=CC=2)C2C=CC=CC=2)C=CC=CC=1.N(C(OC(C)C)=O)=NC(OC(C)C)=O, predict the reaction product. The product is: [Br:1][C:2]1[N:7]=[CH:6][C:5]([O:8][CH2:12][C@@H:11]([NH:13][C:14](=[O:20])[O:15][C:16]([CH3:17])([CH3:19])[CH3:18])[CH3:10])=[CH:4][CH:3]=1. (5) Given the reactants [CH2:1]([N:4]([C@@H:17]([C:33]1[CH:38]=[CH:37][CH:36]=[CH:35][CH:34]=1)[C:18]([N:20]1[CH2:24][CH2:23][C@H:22]([O:25][Si:26]([C:29]([CH3:32])([CH3:31])[CH3:30])([CH3:28])[CH3:27])[CH2:21]1)=[O:19])S(C1C=CC=CC=1[N+]([O-])=O)(=O)=O)[CH:2]=[CH2:3].C(=O)([O-])[O-].[K+].[K+].C1(S)C=CC=CC=1.O, predict the reaction product. The product is: [CH2:1]([NH:4][C@@H:17]([C:33]1[CH:34]=[CH:35][CH:36]=[CH:37][CH:38]=1)[C:18]([N:20]1[CH2:24][CH2:23][C@H:22]([O:25][Si:26]([C:29]([CH3:31])([CH3:32])[CH3:30])([CH3:27])[CH3:28])[CH2:21]1)=[O:19])[CH:2]=[CH2:3]. (6) The product is: [CH3:13][C:14]1[N:19]=[C:18]([S:20][CH2:2][C:3]2[CH:4]=[N:5][C:6]3[C:11]([CH:12]=2)=[CH:10][CH:9]=[CH:8][CH:7]=3)[N:17]=[C:16]([OH:21])[CH:15]=1. Given the reactants Br[CH2:2][C:3]1[CH:4]=[N:5][C:6]2[C:11]([CH:12]=1)=[CH:10][CH:9]=[CH:8][CH:7]=2.[CH3:13][C:14]1[N:19]=[C:18]([SH:20])[N:17]=[C:16]([OH:21])[CH:15]=1.C(N(CC)CC)C, predict the reaction product.